From a dataset of Reaction yield outcomes from USPTO patents with 853,638 reactions. Predict the reaction yield, written as a fraction of the theoretical maximum amount of product (1.0 means a 100% yield; for example, 0.34 means a 34% yield). (1) The reactants are N([O-])=[O:2].[Na+].[Cl:5][C:6]1[N:14]=[C:13]([Cl:15])[CH:12]=[C:11]([CH3:16])[C:7]=1[C:8](N)=[O:9]. The catalyst is O.S(=O)(=O)(O)O. The product is [Cl:5][C:6]1[N:14]=[C:13]([Cl:15])[CH:12]=[C:11]([CH3:16])[C:7]=1[C:8]([OH:2])=[O:9]. The yield is 0.970. (2) The reactants are [Si]([O:8][N:9]1[C:17]2[C:12](=[CH:13][CH:14]=[CH:15][CH:16]=2)[CH2:11][C:10]1=[O:18])(C(C)(C)C)(C)C.[CH3:19][C:20]1[CH:24]=[C:23]([CH3:25])[NH:22][C:21]=1[CH:26]=O.N1CCCCC1. The catalyst is CCO.C(OCC)(=O)C.CO. The product is [CH3:19][C:20]1[CH:24]=[C:23]([CH3:25])[NH:22][C:21]=1[CH:26]=[C:11]1[C:12]2[C:17](=[CH:16][CH:15]=[CH:14][CH:13]=2)[N:9]([OH:8])[C:10]1=[O:18]. The yield is 0.790.